This data is from Full USPTO retrosynthesis dataset with 1.9M reactions from patents (1976-2016). The task is: Predict the reactants needed to synthesize the given product. (1) Given the product [NH2:1][C:2]1[C:7]([F:8])=[C:6]([CH:14]=[CH2:15])[N:5]=[C:4]([C:10]([O:12][CH3:13])=[O:11])[CH:3]=1, predict the reactants needed to synthesize it. The reactants are: [NH2:1][C:2]1[C:7]([F:8])=[C:6](Cl)[N:5]=[C:4]([C:10]([O:12][CH3:13])=[O:11])[CH:3]=1.[CH2:14]([Sn](CCCC)(CCCC)C=C)[CH2:15]CC. (2) The reactants are: [Cl:1][C:2]1[CH:7]=[CH:6][C:5]([CH:8]([C:26]2[CH:31]=[CH:30][C:29]([Cl:32])=[CH:28][CH:27]=2)[N:9]2[CH2:12][CH:11]([CH:13]([C:18]3[CH:23]=[C:22]([F:24])[CH:21]=[C:20]([F:25])[CH:19]=3)[C:14]([CH3:17])(O)[CH3:15])[CH2:10]2)=[CH:4][CH:3]=1.C(Cl)Cl.C(N(S(F)(F)F)CC)C.C([O-])(O)=O.[Na+].[OH-].[Na+]. Given the product [Cl:32][C:29]1[CH:28]=[CH:27][C:26]([CH:8]([C:5]2[CH:4]=[CH:3][C:2]([Cl:1])=[CH:7][CH:6]=2)[N:9]2[CH2:12][CH:11]([C:13]([C:18]3[CH:23]=[C:22]([F:24])[CH:21]=[C:20]([F:25])[CH:19]=3)=[C:14]([CH3:17])[CH3:15])[CH2:10]2)=[CH:31][CH:30]=1, predict the reactants needed to synthesize it.